This data is from Peptide-MHC class I binding affinity with 185,985 pairs from IEDB/IMGT. The task is: Regression. Given a peptide amino acid sequence and an MHC pseudo amino acid sequence, predict their binding affinity value. This is MHC class I binding data. (1) The peptide sequence is VFQSATKII. The binding affinity (normalized) is 0. The MHC is HLA-A01:01 with pseudo-sequence HLA-A01:01. (2) The binding affinity (normalized) is 0.713. The peptide sequence is FPGDKTSYW. The MHC is HLA-B35:01 with pseudo-sequence HLA-B35:01. (3) The peptide sequence is LKPKVRIVI. The MHC is Mamu-A01 with pseudo-sequence Mamu-A01. The binding affinity (normalized) is 0.